This data is from Full USPTO retrosynthesis dataset with 1.9M reactions from patents (1976-2016). The task is: Predict the reactants needed to synthesize the given product. (1) Given the product [OH:68][C@H:65]1[CH2:66][CH2:67][C@H:62]([NH:61][C:13]([C:12]2[C:7]([NH:6][CH2:5][C:4]3[CH:23]=[CH:24][C:25]([O:26][CH3:27])=[C:2]([Cl:1])[CH:3]=3)=[N:8][C:9]([N:16]3[CH2:20][CH2:19][CH2:18][C@H:17]3[CH2:21][OH:22])=[N:10][CH:11]=2)=[O:15])[CH2:63][CH2:64]1, predict the reactants needed to synthesize it. The reactants are: [Cl:1][C:2]1[CH:3]=[C:4]([CH:23]=[CH:24][C:25]=1[O:26][CH3:27])[CH2:5][NH:6][C:7]1[C:12]([C:13]([OH:15])=O)=[CH:11][N:10]=[C:9]([N:16]2[CH2:20][CH2:19][CH2:18][C@H:17]2[CH2:21][OH:22])[N:8]=1.CN(C(ON1N=NC2C=CC=NC1=2)=[N+](C)C)C.F[P-](F)(F)(F)(F)F.CCN(C(C)C)C(C)C.[NH2:61][C@H:62]1[CH2:67][CH2:66][C@H:65]([OH:68])[CH2:64][CH2:63]1. (2) Given the product [C:7]([C:6]1[CH:5]=[N:4][CH:3]=[C:2]([Br:1])[CH:12]=1)(=[O:9])[CH3:13], predict the reactants needed to synthesize it. The reactants are: [Br:1][C:2]1[CH:3]=[N:4][CH:5]=[C:6]([CH:12]=1)[C:7]([O:9]CC)=O.[CH3:13][Mg]Br.P([O-])([O-])([O-])=O.[Na+].[Na+].[Na+]. (3) The reactants are: [NH2:1][C:2]1[CH:7]=[CH:6][C:5]([C:8]2[CH:13]=[CH:12][C:11]([C:14]([F:17])([F:16])[F:15])=[CH:10][CH:9]=2)=[CH:4][C:3]=1[C:18]#[N:19].[H-].[Al+3].[Li+].[H-].[H-].[H-]. Given the product [NH2:19][CH2:18][C:3]1[CH:4]=[C:5]([C:8]2[CH:13]=[CH:12][C:11]([C:14]([F:15])([F:16])[F:17])=[CH:10][CH:9]=2)[CH:6]=[CH:7][C:2]=1[NH2:1], predict the reactants needed to synthesize it. (4) Given the product [ClH:55].[ClH:55].[C:30]12([CH2:40][NH:41][C:42]([C:44]3[C:53]4[C:48](=[C:49]([CH2:3][CH2:2][CH2:1][NH:4][CH3:5])[CH:50]=[CH:51][CH:52]=4)[N:47]=[CH:46][CH:45]=3)=[O:43])[CH2:39][CH:34]3[CH2:35][CH:36]([CH2:38][CH:32]([CH2:33]3)[CH2:31]1)[CH2:37]2, predict the reactants needed to synthesize it. The reactants are: [CH2:1]([N:4](C)[C:5](=O)OC(C)(C)C)[CH:2]=[CH2:3].CCCCCCCCC.P([O-])([O-])([O-])=O.[K+].[K+].[K+].[C:30]12([CH2:40][NH:41][C:42]([C:44]3[C:53]4[C:48](=[C:49](Br)[CH:50]=[CH:51][CH:52]=4)[N:47]=[CH:46][CH:45]=3)=[O:43])[CH2:39][CH:34]3[CH2:35][CH:36]([CH2:38][CH:32]([CH2:33]3)[CH2:31]1)[CH2:37]2.[Cl-:55].[Na+].O.